From a dataset of Full USPTO retrosynthesis dataset with 1.9M reactions from patents (1976-2016). Predict the reactants needed to synthesize the given product. (1) Given the product [CH2:1]([NH:8][C:9]1[CH:10]=[C:11]([CH:15]=[C:16]([C:23]2[CH:24]=[CH:25][C:20]([CH3:19])=[CH:21][CH:22]=2)[N:17]=1)[C:12]([OH:14])=[O:13])[C:2]1[CH:7]=[CH:6][CH:5]=[CH:4][CH:3]=1, predict the reactants needed to synthesize it. The reactants are: [CH2:1]([NH:8][C:9]1[CH:10]=[C:11]([CH:15]=[C:16](Cl)[N:17]=1)[C:12]([OH:14])=[O:13])[C:2]1[CH:7]=[CH:6][CH:5]=[CH:4][CH:3]=1.[CH3:19][C:20]1[CH:25]=[CH:24][C:23](B(O)O)=[CH:22][CH:21]=1.C(=O)([O-])[O-].[Cs+].[Cs+]. (2) Given the product [CH:22]1[C:23]2[CH:11]([CH2:10][O:9][C:7]([NH:8][CH:28]([O:27][CH3:25])[C:29]([O:4][CH3:3])=[O:1])=[O:24])[C:12]3[C:17](=[CH:16][CH:15]=[CH:14][CH:13]=3)[C:18]=2[CH:19]=[CH:20][CH:21]=1, predict the reactants needed to synthesize it. The reactants are: [OH2:1].C(O)(=O)[CH:3]=[O:4].[C:7](=[O:24])([O:9][CH2:10][CH:11]1[C:23]2[CH:22]=[CH:21][CH:20]=[CH:19][C:18]=2[C:17]2[C:12]1=[CH:13][CH:14]=[CH:15][CH:16]=2)[NH2:8].[CH2:25]([O:27][CH2:28][CH3:29])C. (3) The reactants are: [CH3:1][O:2][C:3](=[O:39])[CH2:4][CH2:5][CH2:6]/[CH:7]=[CH:8]\[CH2:9][C@H:10]1[C:14](=[O:15])[CH:13]=[CH:12][C@@H:11]1/[CH:16]=[CH:17]/[CH:18]([O:31][Si:32]([C:35]([CH3:38])([CH3:37])[CH3:36])([CH3:34])[CH3:33])[CH2:19][CH2:20][C:21]1[S:25][C:24]2[CH:26]=[CH:27][CH:28]=[CH:29][C:23]=2[C:22]=1[Cl:30]. Given the product [CH3:1][O:2][C:3](=[O:39])[CH2:4][CH2:5][CH2:6]/[CH:7]=[CH:8]\[CH2:9][C@H:10]1[C:14](=[O:15])[CH2:13][CH2:12][C@@H:11]1/[CH:16]=[CH:17]/[CH:18]([O:31][Si:32]([C:35]([CH3:37])([CH3:36])[CH3:38])([CH3:33])[CH3:34])[CH2:19][CH2:20][C:21]1[S:25][C:24]2[CH:26]=[CH:27][CH:28]=[CH:29][C:23]=2[C:22]=1[Cl:30], predict the reactants needed to synthesize it. (4) Given the product [Cl:1][C:2]1[CH:7]=[CH:6][CH:5]=[CH:4][C:3]=1[N:8]1[CH2:23][CH2:22][C:10]2([NH:14][CH2:13][CH2:12][CH2:11]2)[C:9]1=[O:24], predict the reactants needed to synthesize it. The reactants are: [Cl:1][C:2]1[CH:7]=[CH:6][CH:5]=[CH:4][C:3]=1[N:8]1[CH2:23][CH2:22][C:10]2([N:14](C(OC(C)(C)C)=O)[CH2:13][CH2:12][CH2:11]2)[C:9]1=[O:24].